From a dataset of Catalyst prediction with 721,799 reactions and 888 catalyst types from USPTO. Predict which catalyst facilitates the given reaction. (1) Reactant: C1(S([N:10]2[C:14]3=[N:15][CH:16]=[C:17]([O:19][CH2:20][CH2:21][N:22]([CH3:24])[CH3:23])[CH:18]=[C:13]3[CH:12]=[C:11]2[C:25]([C:32]2[CH:37]=[CH:36][C:35]([S:38]([CH3:41])(=[O:40])=[O:39])=[CH:34][CH:33]=2)=[CH:26][CH:27]2[CH2:31][CH2:30][CH2:29][CH2:28]2)(=O)=O)C=CC=CC=1.[F-].C([N+](CCCC)(CCCC)CCCC)CCC. Product: [CH:27]1([CH:26]=[C:25]([C:11]2[NH:10][C:14]3=[N:15][CH:16]=[C:17]([O:19][CH2:20][CH2:21][N:22]([CH3:23])[CH3:24])[CH:18]=[C:13]3[CH:12]=2)[C:32]2[CH:37]=[CH:36][C:35]([S:38]([CH3:41])(=[O:40])=[O:39])=[CH:34][CH:33]=2)[CH2:31][CH2:30][CH2:29][CH2:28]1. The catalyst class is: 54. (2) Reactant: C[Si]([N-][Si](C)(C)C)(C)C.[Na+].[CH3:11][N:12]1[CH2:16][CH2:15][CH2:14][C@H:13]1[CH2:17][C:18]1[C:22]2=[N:23][CH:24]=[CH:25][CH:26]=[C:21]2[NH:20][CH:19]=1.[C:27]1([S:33](Cl)(=[O:35])=[O:34])[CH:32]=[CH:31][CH:30]=[CH:29][CH:28]=1. Product: [CH3:11][N:12]1[CH2:16][CH2:15][CH2:14][C@H:13]1[CH2:17][C:18]1[C:22]2=[N:23][CH:24]=[CH:25][CH:26]=[C:21]2[N:20]([S:33]([C:27]2[CH:32]=[CH:31][CH:30]=[CH:29][CH:28]=2)(=[O:35])=[O:34])[CH:19]=1. The catalyst class is: 213. (3) Reactant: Br[C:2]1[CH:3]=[C:4]([CH:8]2[O:12][CH2:11][CH2:10][O:9]2)[S:5][C:6]=1[Cl:7].[Li]CCCC.CCCCCC.[Cl-].[Cl-].[Cl-].[Ce+3].[CH:28]1([CH:34]=[O:35])[CH2:33][CH2:32][CH2:31][CH2:30][CH2:29]1. Product: [Cl:7][C:6]1[S:5][C:4]([CH:8]2[O:12][CH2:11][CH2:10][O:9]2)=[CH:3][C:2]=1[CH:34]([CH:28]1[CH2:33][CH2:32][CH2:31][CH2:30][CH2:29]1)[OH:35]. The catalyst class is: 1. (4) Reactant: C([O:4][CH:5]1[C:6]([O:53][CH:54]([O:56][CH2:57][CH3:58])[CH3:55])([CH3:52])[CH2:7][CH2:8][CH:9]([O:44][Si:45]([CH2:50][CH3:51])([CH2:48][CH3:49])[CH2:46][CH3:47])[CH2:10][C:11]([O:13][CH:14](/[C:19](/[CH3:43])=[CH:20]/[CH:21]=[CH:22]/[CH:23]([CH3:42])[CH2:24][CH:25]2[O:41][CH:26]2[CH:27]([CH3:40])[CH:28]([O:31][C:32](=[O:39])[C:33]2[CH:38]=[CH:37][CH:36]=[CH:35][CH:34]=2)[CH2:29][CH3:30])[CH:15]([CH3:18])[CH:16]=[CH:17]1)=[O:12])(=O)C.C(=O)([O-])[O-].[K+].[K+].C(O)(=O)C. Product: [C:32]([O:31][CH:28]([CH2:29][CH3:30])[CH:27]([CH3:40])[CH:26]1[O:41][CH:25]1[CH2:24][CH:23]([CH3:42])/[CH:22]=[CH:21]/[CH:20]=[C:19](\[CH3:43])/[CH:14]1[O:13][C:11](=[O:12])[CH2:10][CH:9]([O:44][Si:45]([CH2:48][CH3:49])([CH2:46][CH3:47])[CH2:50][CH3:51])[CH2:8][CH2:7][C:6]([O:53][CH:54]([O:56][CH2:57][CH3:58])[CH3:55])([CH3:52])[CH:5]([OH:4])[CH:17]=[CH:16][CH:15]1[CH3:18])(=[O:39])[C:33]1[CH:34]=[CH:35][CH:36]=[CH:37][CH:38]=1. The catalyst class is: 5. (5) Reactant: [Cl:1][CH2:2][CH2:3][O:4][C:5]1[CH:14]=[CH:13][C:8]([C:9]([O:11]C)=[O:10])=[CH:7][C:6]=1[O:15][CH3:16].[OH-].[Na+].Cl. Product: [Cl:1][CH2:2][CH2:3][O:4][C:5]1[CH:14]=[CH:13][C:8]([C:9]([OH:11])=[O:10])=[CH:7][C:6]=1[O:15][CH3:16]. The catalyst class is: 5. (6) Product: [NH2:1][C:2]1[N:7]=[C:6]([S:8][C@H:9]([C:11]2[CH:12]=[C:13]([C:17]([OH:19])=[O:18])[CH:14]=[CH:15][CH:16]=2)[CH3:10])[C:5]([C:21]#[N:22])=[C:4]([C:23]2[CH:28]=[CH:27][C:26]([O:29][CH2:30][CH2:31][OH:32])=[CH:25][CH:24]=2)[C:3]=1[C:33]#[N:34]. Reactant: [NH2:1][C:2]1[N:7]=[C:6]([S:8][C@H:9]([C:11]2[CH:12]=[C:13]([C:17]([O:19]C)=[O:18])[CH:14]=[CH:15][CH:16]=2)[CH3:10])[C:5]([C:21]#[N:22])=[C:4]([C:23]2[CH:28]=[CH:27][C:26]([O:29][CH2:30][CH2:31][OH:32])=[CH:25][CH:24]=2)[C:3]=1[C:33]#[N:34].[OH-].[Li+].Cl. The catalyst class is: 7. (7) Reactant: C([O:5][C:6]([NH:8][C@@H:9]([CH2:13][C:14]1[CH:19]=[CH:18][CH:17]=[CH:16][CH:15]=1)[C@@H:10]1[O:12][CH2:11]1)=[O:7])(C)(C)C.C(O)(=O)CC(CC(O)=O)(C(O)=O)O. Product: [OH:12][CH2:11][C@@H:10]1[O:5][C:6](=[O:7])[NH:8][C@H:9]1[CH2:13][C:14]1[CH:15]=[CH:16][CH:17]=[CH:18][CH:19]=1. The catalyst class is: 8. (8) Reactant: [CH3:1][C:2]1[CH:3]=[CH:4][N:5]2[C:10]=1[C:9](=[O:11])[N:8]([C:12]1[CH:17]=[CH:16][CH:15]=[CH:14][CH:13]=1)[C:7]([C@@H:18]([NH:20][C:21]1[C:22]3[C:29]([C:30](O)=[O:31])=[CH:28][NH:27][C:23]=3[N:24]=[CH:25][N:26]=1)[CH3:19])=[N:6]2.[NH2:33][C:34]1[CH:35]=[C:36]([OH:40])[CH:37]=[CH:38][CH:39]=1.C(N(C(C)C)CC)(C)C.C(P1(=O)OP(CCC)(=O)OP(CCC)(=O)O1)CC. Product: [OH:40][C:36]1[CH:35]=[C:34]([NH:33][C:30]([C:29]2[C:22]3[C:21]([NH:20][C@H:18]([C:7]4[N:8]([C:12]5[CH:13]=[CH:14][CH:15]=[CH:16][CH:17]=5)[C:9](=[O:11])[C:10]5=[C:2]([CH3:1])[CH:3]=[CH:4][N:5]5[N:6]=4)[CH3:19])=[N:26][CH:25]=[N:24][C:23]=3[NH:27][CH:28]=2)=[O:31])[CH:39]=[CH:38][CH:37]=1. The catalyst class is: 3. (9) Reactant: [O:1]1[C:5]2[CH:6]=[CH:7][C:8]([C:10]3([C:13]([NH:15][C:16]4[CH:17]=[C:18]5[C:22](=[CH:23][CH:24]=4)[NH:21][C:20]([C:25]([CH3:28])([CH3:27])[CH3:26])=[CH:19]5)=[O:14])[CH2:12][CH2:11]3)=[CH:9][C:4]=2[O:3][CH2:2]1.[CH2:29]1[CH2:33][O:32][CH2:31][CH2:30]1.[H-].[Na+].C(C1[O:40]C1)Cl. Product: [O:1]1[C:5]2[CH:6]=[CH:7][C:8]([C:10]3([C:13]([NH:15][C:16]4[CH:17]=[C:18]5[C:22](=[CH:23][CH:24]=4)[N:21]([CH2:29][CH:30]([OH:40])[CH2:31][O:32][CH3:33])[C:20]([C:25]([CH3:28])([CH3:27])[CH3:26])=[CH:19]5)=[O:14])[CH2:12][CH2:11]3)=[CH:9][C:4]=2[O:3][CH2:2]1. The catalyst class is: 121. (10) Reactant: [O:1]1[C:3]2([CH2:8][CH2:7][CH2:6][C@H:5]([CH2:9][N:10]3[C:14]4[CH:15]=[C:16]([C:19]#[N:20])[CH:17]=[CH:18][C:13]=4[N:12]=[CH:11]3)[CH2:4]2)[CH2:2]1.[NH2:21][CH2:22][C:23]([CH3:29])([CH3:28])[C:24]([O:26][CH3:27])=[O:25]. Product: [C:19]([C:16]1[CH:17]=[CH:18][C:13]2[N:12]=[CH:11][N:10]([CH2:9][CH:5]3[CH2:6][CH2:7][CH2:8][C:3]([CH2:2][NH:21][CH2:22][C:23]([CH3:29])([CH3:28])[C:24]([O:26][CH3:27])=[O:25])([OH:1])[CH2:4]3)[C:14]=2[CH:15]=1)#[N:20]. The catalyst class is: 32.